Dataset: Reaction yield outcomes from USPTO patents with 853,638 reactions. Task: Predict the reaction yield, written as a fraction of the theoretical maximum amount of product (1.0 means a 100% yield; for example, 0.34 means a 34% yield). (1) The reactants are Cl[C:2]1[N:7]=[CH:6][C:5]([NH2:8])=[CH:4][N:3]=1.[F:9][C:10]([F:21])([F:20])[C:11]1[CH:12]=[C:13](B(O)O)[CH:14]=[CH:15][CH:16]=1.C(=O)([O-])[O-].[K+].[K+]. The catalyst is C(OCC)(=O)C.CC([O-])=O.CC([O-])=O.[Pd+2].C1C=CC(P(C2C=CC=CC=2)[C-]2C=CC=C2)=CC=1.C1C=CC(P(C2C=CC=CC=2)[C-]2C=CC=C2)=CC=1.[Fe+2]. The product is [F:9][C:10]([F:21])([F:20])[C:11]1[CH:16]=[C:15]([C:2]2[N:7]=[CH:6][C:5]([NH2:8])=[CH:4][N:3]=2)[CH:14]=[CH:13][CH:12]=1. The yield is 0.380. (2) The reactants are [N:1]1[C:8](Cl)=[N:7][C:5]([Cl:6])=[N:4][C:2]=1[Cl:3].C(=O)(O)[O-].[K+].[CH:15]1([CH2:21][OH:22])[CH2:20][CH2:19][CH2:18][CH2:17][CH2:16]1. The catalyst is C1(C)C=CC=CC=1.C1OCCOCCOCCOCCOCCOC1. The product is [Cl:3][C:2]1[N:4]=[C:5]([Cl:6])[N:7]=[C:8]([O:22][CH2:21][CH:15]2[CH2:20][CH2:19][CH2:18][CH2:17][CH2:16]2)[N:1]=1. The yield is 0.990. (3) The reactants are C([O:4][C@H:5]1[C@@H:10]([O:11]C(=O)C)[C@H:9]([O:15]C(=O)C)[C@@H:8]([CH2:19][O:20]C(=O)C)[O:7][C@@H:6]1[O:24][C:25]1[CH:30]=[CH:29][C:28]([C:31]2[CH:36]=[CH:35][C:34]([C:37]3[NH:41][N:40]=[N:39][N:38]=3)=[CH:33][CH:32]=2)=[CH:27][C:26]=1[Cl:42])(=O)C. The catalyst is CO.C[O-].[Na+]. The product is [Cl:42][C:26]1[CH:27]=[C:28]([C:31]2[CH:32]=[CH:33][C:34]([C:37]3[NH:41][N:40]=[N:39][N:38]=3)=[CH:35][CH:36]=2)[CH:29]=[CH:30][C:25]=1[O:24][C@H:6]1[O:7][C@H:8]([CH2:19][OH:20])[C@@H:9]([OH:15])[C@H:10]([OH:11])[C@@H:5]1[OH:4]. The yield is 0.540. (4) The reactants are Cl[C:2]1[CH:7]=[C:6]([F:8])[CH:5]=[CH:4][N:3]=1.[OH:9][CH2:10][C:11]1[CH:18]=[CH:17][C:14]([C:15]#[N:16])=[CH:13][CH:12]=1.[H-].[Na+]. The catalyst is CN(C)C=O. The product is [F:8][C:6]1[CH:5]=[CH:4][N:3]=[C:2]([O:9][CH2:10][C:11]2[CH:18]=[CH:17][C:14]([C:15]#[N:16])=[CH:13][CH:12]=2)[CH:7]=1. The yield is 0.820.